This data is from Full USPTO retrosynthesis dataset with 1.9M reactions from patents (1976-2016). The task is: Predict the reactants needed to synthesize the given product. (1) Given the product [C:17]([CH2:2][C:3]1[C:8]([C:9]([OH:11])=[O:10])=[CH:7][N:6]=[CH:5][CH:4]=1)([OH:19])=[O:18], predict the reactants needed to synthesize it. The reactants are: Cl.[CH3:2][C:3]1[C:8]([C:9]([OH:11])=[O:10])=[CH:7][N:6]=[CH:5][CH:4]=1.C([Li])CCC.[C:17](=[O:19])=[O:18]. (2) Given the product [F:47][C:48]1[C:49]([C:2]2[C:10]3[C:5](=[N:6][C:7]([O:12][CH2:13][C:14]([NH:16][C@H:17]([C:19]4[CH:24]=[CH:23][C:22]([CH3:25])=[CH:21][CH:20]=4)[CH3:18])=[O:15])=[CH:8][C:9]=3[CH3:11])[N:4]([CH3:26])[N:3]=2)=[N:50][CH:51]=[CH:52][CH:53]=1, predict the reactants needed to synthesize it. The reactants are: Cl[C:2]1[C:10]2[C:5](=[N:6][C:7]([O:12][CH2:13][C:14]([NH:16][C@H:17]([C:19]3[CH:24]=[CH:23][C:22]([CH3:25])=[CH:21][CH:20]=3)[CH3:18])=[O:15])=[CH:8][C:9]=2[CH3:11])[N:4]([CH3:26])[N:3]=1.[F-].[Cs+].[B-](F)(F)(F)F.CC([PH+](C(C)(C)C)C(C)(C)C)(C)C.[F:47][C:48]1[C:49]([Sn](CCCC)(CCCC)CCCC)=[N:50][CH:51]=[CH:52][CH:53]=1.C([O-])(O)=O.[Na+]. (3) Given the product [C:24]([O:12][C:2]([CH3:1])([CH2:5][CH2:6][CH2:7][CH:8]([CH3:11])[CH2:9][CH3:10])[C:3]#[CH:4])(=[O:26])[CH3:25], predict the reactants needed to synthesize it. The reactants are: [CH3:1][C:2]([OH:12])([CH2:5][CH2:6][CH2:7][CH:8]([CH3:11])[CH2:9][CH3:10])[C:3]#[CH:4].C1(C)C=CC(S(O)(=O)=O)=CC=1.[C:24](OC(=O)C)(=[O:26])[CH3:25]. (4) The reactants are: [Cl:1][C:2]1[C:7]([F:8])=[C:6]([O:9][CH3:10])[CH:5]=[CH:4][C:3]=1[CH:11]([NH:21][C:22]1[CH:31]=[C:30]([F:32])[CH:29]=[C:28]2[C:23]=1[CH:24]=[CH:25][C:26](=[O:33])[NH:27]2)[C:12]([OH:20])([CH2:17][O:18][CH3:19])[C:13]([F:16])([F:15])[F:14].[F:34][C:35]1[N:40]=[CH:39][C:38](B(O)O)=[CH:37][CH:36]=1.O.N1C=CC=CC=1. Given the product [Cl:1][C:2]1[C:7]([F:8])=[C:6]([O:9][CH3:10])[CH:5]=[CH:4][C:3]=1[CH:11]([NH:21][C:22]1[CH:31]=[C:30]([F:32])[CH:29]=[C:28]2[C:23]=1[CH:24]=[CH:25][C:26](=[O:33])[N:27]2[C:38]1[CH:39]=[N:40][C:35]([F:34])=[CH:36][CH:37]=1)[C:12]([OH:20])([CH2:17][O:18][CH3:19])[C:13]([F:15])([F:16])[F:14], predict the reactants needed to synthesize it. (5) Given the product [C:10]([O:14][C:15]([NH:1][C:2]1[C:3]([CH3:9])=[C:4]([OH:8])[CH:5]=[CH:6][CH:7]=1)=[O:16])([CH3:13])([CH3:12])[CH3:11], predict the reactants needed to synthesize it. The reactants are: [NH2:1][C:2]1[C:3]([CH3:9])=[C:4]([OH:8])[CH:5]=[CH:6][CH:7]=1.[C:10]([O:14][C:15](=O)[O:16]C(C)(C)C)([CH3:13])([CH3:12])[CH3:11].